Dataset: Catalyst prediction with 721,799 reactions and 888 catalyst types from USPTO. Task: Predict which catalyst facilitates the given reaction. (1) Reactant: [C:1]([O:5][C:6]([N:8]([C:40]([O:42][C:43]([CH3:46])([CH3:45])[CH3:44])=[O:41])[C:9]1[CH:14]=[C:13]([CH2:15][C@H:16]2[C:19](=[O:20])[N:18]([C:21](=[O:29])[NH:22][C:23]3[CH:28]=[CH:27][CH:26]=[CH:25][CH:24]=3)[C@@H:17]2[C:30]([O:32]CC2C=CC=CC=2)=[O:31])[CH:12]=[CH:11][N:10]=1)=[O:7])([CH3:4])([CH3:3])[CH3:2]. Product: [C:43]([O:42][C:40]([N:8]([C:6]([O:5][C:1]([CH3:4])([CH3:3])[CH3:2])=[O:7])[C:9]1[CH:14]=[C:13]([CH2:15][C@H:16]2[C:19](=[O:20])[N:18]([C:21](=[O:29])[NH:22][C:23]3[CH:24]=[CH:25][CH:26]=[CH:27][CH:28]=3)[C@@H:17]2[C:30]([OH:32])=[O:31])[CH:12]=[CH:11][N:10]=1)=[O:41])([CH3:45])([CH3:46])[CH3:44]. The catalyst class is: 381. (2) Reactant: Br[C:2]1[CH:3]=[C:4]([CH:13]2[O:17][CH2:16][CH2:15][O:14]2)[CH:5]=[C:6]([O:8][C:9]([F:12])([F:11])[F:10])[CH:7]=1.[CH:18]([N:21]1[CH2:26][CH2:25][NH:24][CH2:23][CH2:22]1)([CH3:20])[CH3:19].C1(P(C2C=CC=CC=2)C2C=CC3C(=CC=CC=3)C=2C2C3C(=CC=CC=3)C=CC=2P(C2C=CC=CC=2)C2C=CC=CC=2)C=CC=CC=1.C(=O)([O-])[O-].[Cs+].[Cs+]. Product: [O:14]1[CH2:15][CH2:16][O:17][CH:13]1[C:4]1[CH:3]=[C:2]([N:24]2[CH2:25][CH2:26][N:21]([CH:18]([CH3:20])[CH3:19])[CH2:22][CH2:23]2)[CH:7]=[C:6]([O:8][C:9]([F:12])([F:11])[F:10])[CH:5]=1. The catalyst class is: 187. (3) Reactant: [CH2:1]([O:8][C:9]1[CH:14]=[C:13]([O:15][CH2:16][C:17]2[CH:22]=[CH:21][CH:20]=[CH:19][CH:18]=2)[C:12]([CH:23]([CH3:25])[CH3:24])=[CH:11][C:10]=1[C:26]1[O:30][N:29]=[C:28]([C:31]([NH:33][CH2:34][CH3:35])=[O:32])[C:27]=1[C:36]1[NH:40][N:39]=[N:38][N:37]=1)[C:2]1[CH:7]=[CH:6][CH:5]=[CH:4][CH:3]=1.[C:41](=O)([O-])[O-].[K+].[K+].IC. Product: [CH2:1]([O:8][C:9]1[CH:14]=[C:13]([O:15][CH2:16][C:17]2[CH:18]=[CH:19][CH:20]=[CH:21][CH:22]=2)[C:12]([CH:23]([CH3:25])[CH3:24])=[CH:11][C:10]=1[C:26]1[O:30][N:29]=[C:28]([C:31]([NH:33][CH2:34][CH3:35])=[O:32])[C:27]=1[C:36]1[N:40]([CH3:41])[N:39]=[N:38][N:37]=1)[C:2]1[CH:7]=[CH:6][CH:5]=[CH:4][CH:3]=1. The catalyst class is: 23. (4) Reactant: [CH3:1][NH:2][S:3]([CH2:6][C:7]1[CH:8]=[CH:9][C:10]2[NH:15][CH:14]=[C:13]([CH2:16][CH2:17][N:18]([CH3:20])[CH3:19])[C:11]=2[CH:12]=1)(=[O:5])=[O:4].[C:21]([OH:28])(=[O:27])[CH2:22][CH2:23][C:24]([OH:26])=[O:25]. Product: [CH3:1][NH:2][S:3]([CH2:6][C:7]1[CH:8]=[CH:9][C:10]2[NH:15][CH:14]=[C:13]([CH2:16][CH2:17][N:18]([CH3:20])[CH3:19])[C:11]=2[CH:12]=1)(=[O:5])=[O:4].[CH2:22]([C:21]([OH:28])=[O:27])[CH2:23][C:24]([OH:26])=[O:25]. The catalyst class is: 4.